Dataset: Full USPTO retrosynthesis dataset with 1.9M reactions from patents (1976-2016). Task: Predict the reactants needed to synthesize the given product. (1) Given the product [F:1][C:2]1[CH:21]=[C:20]([NH:22][C:25]([NH:33][C:31](=[O:30])[CH2:27][C:28]2[CH:18]=[CH:3][C:2]([F:1])=[CH:21][CH:29]=2)=[O:26])[CH:19]=[CH:18][C:3]=1[O:4][C:5]1[CH:10]=[CH:9][N:8]=[C:7]2[NH:11][CH:12]=[C:13]([C:14]([O:16][CH3:17])=[O:15])[C:6]=12, predict the reactants needed to synthesize it. The reactants are: [F:1][C:2]1[CH:21]=[C:20]([N+:22]([O-])=O)[CH:19]=[CH:18][C:3]=1[O:4][C:5]1[CH:10]=[CH:9][N:8]=[C:7]2[NH:11][CH:12]=[C:13]([C:14]([O:16][CH3:17])=[O:15])[C:6]=12.[CH3:25][OH:26].[CH2:27]1[CH2:31][O:30][CH2:29][CH2:28]1.[Cl-].[NH4+:33]. (2) Given the product [ClH:22].[F:13][C:10]([F:11])([F:12])[C:9]([NH:8][CH2:7][C@@H:6]1[C@H:2]([OH:1])[CH2:3][NH:4][CH2:5]1)=[O:14], predict the reactants needed to synthesize it. The reactants are: [OH:1][C@H:2]1[C@@H:6]([CH2:7][NH:8][C:9](=[O:14])[C:10]([F:13])([F:12])[F:11])[CH2:5][N:4](C(OC(C)(C)C)=O)[CH2:3]1.[ClH:22]. (3) The reactants are: [Cl:1][C:2]1[N:10]=[C:9]2[C:5]([N:6]=[CH:7][N:8]2[CH:11]2[CH2:16][CH2:15][CH2:14][CH2:13][O:12]2)=[C:4]([N:17]2[CH2:22][CH2:21][O:20][CH2:19][CH2:18]2)[N:3]=1.C([Li])CCC.CCCCCC.ClCC[I:37]. Given the product [Cl:1][C:2]1[N:10]=[C:9]2[C:5]([N:6]=[C:7]([I:37])[N:8]2[CH:11]2[CH2:16][CH2:15][CH2:14][CH2:13][O:12]2)=[C:4]([N:17]2[CH2:22][CH2:21][O:20][CH2:19][CH2:18]2)[N:3]=1, predict the reactants needed to synthesize it.